Dataset: Choline transporter screen with 302,306 compounds. Task: Binary Classification. Given a drug SMILES string, predict its activity (active/inactive) in a high-throughput screening assay against a specified biological target. (1) The drug is Clc1c(NC(=O)Nc2n(ncc2)C)cccc1Cl. The result is 0 (inactive). (2) The compound is S(c1n(c(nn1)Cc1n(ccc1)C)c1ccc(F)cc1)CC(=O)NCc1occc1. The result is 0 (inactive).